This data is from NCI-60 drug combinations with 297,098 pairs across 59 cell lines. The task is: Regression. Given two drug SMILES strings and cell line genomic features, predict the synergy score measuring deviation from expected non-interaction effect. Drug 1: CC1=C(C=C(C=C1)NC2=NC=CC(=N2)N(C)C3=CC4=NN(C(=C4C=C3)C)C)S(=O)(=O)N.Cl. Drug 2: B(C(CC(C)C)NC(=O)C(CC1=CC=CC=C1)NC(=O)C2=NC=CN=C2)(O)O. Cell line: SR. Synergy scores: CSS=33.0, Synergy_ZIP=0.569, Synergy_Bliss=7.53, Synergy_Loewe=-22.7, Synergy_HSA=10.9.